From a dataset of Peptide-MHC class I binding affinity with 185,985 pairs from IEDB/IMGT. Regression. Given a peptide amino acid sequence and an MHC pseudo amino acid sequence, predict their binding affinity value. This is MHC class I binding data. (1) The peptide sequence is ALCRWGLLL. The MHC is HLA-A02:01 with pseudo-sequence HLA-A02:01. The binding affinity (normalized) is 0.574. (2) The peptide sequence is SLFNWLWYE. The MHC is HLA-A25:01 with pseudo-sequence HLA-A25:01. The binding affinity (normalized) is 0.0847. (3) The peptide sequence is AGFPTGLTY. The MHC is HLA-A26:01 with pseudo-sequence HLA-A26:01. The binding affinity (normalized) is 0. (4) The peptide sequence is HRIQEELFY. The MHC is HLA-A11:01 with pseudo-sequence HLA-A11:01. The binding affinity (normalized) is 0.0847. (5) The peptide sequence is IVSVSESNI. The MHC is HLA-A02:01 with pseudo-sequence HLA-A02:01. The binding affinity (normalized) is 0.283.